This data is from Peptide-MHC class II binding affinity with 134,281 pairs from IEDB. The task is: Regression. Given a peptide amino acid sequence and an MHC pseudo amino acid sequence, predict their binding affinity value. This is MHC class II binding data. (1) The peptide sequence is AKRMIAISAKVARDI. The binding affinity (normalized) is 0.412. The MHC is HLA-DPA10201-DPB10101 with pseudo-sequence HLA-DPA10201-DPB10101. (2) The MHC is DRB1_0401 with pseudo-sequence DRB1_0401. The peptide sequence is MELQIVDKIDAAFKI. The binding affinity (normalized) is 0.497.